This data is from Reaction yield outcomes from USPTO patents with 853,638 reactions. The task is: Predict the reaction yield, written as a fraction of the theoretical maximum amount of product (1.0 means a 100% yield; for example, 0.34 means a 34% yield). The reactants are [O:1]=[C:2]1[N:7]2[C@H:8]([C:11]([O:13][C:14]([CH3:17])([CH3:16])[CH3:15])=[O:12])[CH2:9][CH2:10][C:6]2=[N:5][CH:4]=[C:3]1[C:18]([O:20]C)=[O:19].[Li+].[OH-]. The catalyst is CO. The product is [C:14]([O:13][C:11]([C@H:8]1[N:7]2[C:2](=[O:1])[C:3]([C:18]([OH:20])=[O:19])=[CH:4][N:5]=[C:6]2[CH2:10][CH2:9]1)=[O:12])([CH3:17])([CH3:15])[CH3:16]. The yield is 0.850.